Binary Classification. Given a drug SMILES string, predict its activity (active/inactive) in a high-throughput screening assay against a specified biological target. From a dataset of HIV replication inhibition screening data with 41,000+ compounds from the AIDS Antiviral Screen. (1) The drug is Cc1ccccc1SC(C=CNNC1=NC(c2ccccc2)C(c2ccccc2)=NN1)c1ccccc1. The result is 0 (inactive). (2) The molecule is CCSC(=O)C1(C)OC2CCCCC2C1=O. The result is 0 (inactive). (3) The drug is COc1ccc2c(c1)CCC(c1ccccc1)=C2c1ccc(OCCN2CCCC2)cc1. The result is 0 (inactive).